Dataset: Catalyst prediction with 721,799 reactions and 888 catalyst types from USPTO. Task: Predict which catalyst facilitates the given reaction. (1) Reactant: O=C1C2C(=CC=CC=2)C(=O)[N:3]1[CH2:12][C:13]1[CH:14]=[CH:15][C:16]([N+:23]([O-:25])=[O:24])=[C:17]([CH:22]=1)[C:18]([O:20][CH3:21])=[O:19].NN. Product: [NH2:3][CH2:12][C:13]1[CH:14]=[CH:15][C:16]([N+:23]([O-:25])=[O:24])=[C:17]([CH:22]=1)[C:18]([O:20][CH3:21])=[O:19]. The catalyst class is: 14. (2) Reactant: [CH3:1][O:2][C:3]1[C:4]([O:33][CH2:34][CH2:35][CH2:36][N:37]2[CH2:41][CH2:40][CH2:39][C:38]2=[O:42])=[CH:5][C:6]2[N:10]=[CH:9][N:8]([C:11]3[S:15][C:14]([C:16]([O:18]C)=O)=[C:13]([O:20][CH2:21][C:22]4[CH:27]=[CH:26][CH:25]=[CH:24][C:23]=4[C:28]([F:31])([F:30])[F:29])[CH:12]=3)[C:7]=2[CH:32]=1.[NH3:43]. Product: [CH3:1][O:2][C:3]1[C:4]([O:33][CH2:34][CH2:35][CH2:36][N:37]2[CH2:41][CH2:40][CH2:39][C:38]2=[O:42])=[CH:5][C:6]2[N:10]=[CH:9][N:8]([C:11]3[S:15][C:14]([C:16]([NH2:43])=[O:18])=[C:13]([O:20][CH2:21][C:22]4[CH:27]=[CH:26][CH:25]=[CH:24][C:23]=4[C:28]([F:30])([F:29])[F:31])[CH:12]=3)[C:7]=2[CH:32]=1. The catalyst class is: 5. (3) Reactant: [CH2:1]([N:3]([CH2:37][CH3:38])[CH2:4][CH2:5][CH2:6][NH:7][C:8]1[N:9]=[C:10]([C:27]2[CH:28]=[C:29]([CH:33]=[CH:34][C:35]=2[CH3:36])[C:30](O)=[O:31])[C:11]2[CH:17]=[CH:16][C:15](=[O:18])[N:14]([C:19]3[C:24]([F:25])=[CH:23][CH:22]=[CH:21][C:20]=3[F:26])[C:12]=2[N:13]=1)[CH3:2].CN(C(ON1N=NC2C=CC=CC1=2)=[N+](C)C)C.F[P-](F)(F)(F)(F)F.[NH2:63][CH:64]([CH2:67][OH:68])[CH2:65][OH:66]. The catalyst class is: 1. Product: [CH2:1]([N:3]([CH2:37][CH3:38])[CH2:4][CH2:5][CH2:6][NH:7][C:8]1[N:9]=[C:10]([C:27]2[CH:28]=[C:29]([CH:33]=[CH:34][C:35]=2[CH3:36])[C:30]([NH:63][CH:64]([CH2:67][OH:68])[CH2:65][OH:66])=[O:31])[C:11]2[CH:17]=[CH:16][C:15](=[O:18])[N:14]([C:19]3[C:24]([F:25])=[CH:23][CH:22]=[CH:21][C:20]=3[F:26])[C:12]=2[N:13]=1)[CH3:2]. (4) Reactant: [F:1][C:2]1[CH:3]=[C:4]([C:8]2[CH:16]=[CH:15][CH:14]=[C:13]3[C:9]=2[CH2:10][C:11](=[O:17])[NH:12]3)[CH:5]=[CH:6][CH:7]=1.[CH2:18]([N:20]([CH2:34][CH3:35])[CH2:21][CH2:22][NH:23][C:24]([C:26]1[NH:27][C:28]([CH:32]=O)=[C:29]([CH3:31])[CH:30]=1)=[O:25])[CH3:19]. Product: [CH2:34]([N:20]([CH2:18][CH3:19])[CH2:21][CH2:22][NH:23][C:24]([C:26]1[NH:27][C:28]([CH:32]=[C:10]2[C:9]3[C:13](=[CH:14][CH:15]=[CH:16][C:8]=3[C:4]3[CH:5]=[CH:6][CH:7]=[C:2]([F:1])[CH:3]=3)[NH:12][C:11]2=[O:17])=[C:29]([CH3:31])[CH:30]=1)=[O:25])[CH3:35]. The catalyst class is: 360. (5) Reactant: [C:1]([C:3]1[CH:4]=[C:5]([CH:17]=[CH:18][CH:19]=1)[CH2:6][N:7]1[CH:11]([C:12]([OH:14])=O)[CH2:10][CH2:9][S:8]1(=[O:16])=[O:15])#[N:2].N[C@@H:21]([CH2:25]CSSCC[C@H](N)C(O)=O)[C:22](O)=O.CN(C(ON1N=[N:51][C:46]2[CH:47]=[CH:48][CH:49]=[CH:50][C:45]1=2)=[N+](C)C)C.[B-](F)(F)(F)F.[CH:58](N(C(C)C)CC)(C)C. Product: [CH3:58][C@@H:45]1[C@@H:46]([NH:51][C:12]([CH:11]2[CH2:10][CH2:9][S:8](=[O:16])(=[O:15])[N:7]2[CH2:6][C:5]2[CH:17]=[CH:18][CH:19]=[C:3]([C:1]#[N:2])[CH:4]=2)=[O:14])[CH2:47][C@H:48]2[CH2:49][C@@H:50]1[C:21]2([CH3:25])[CH3:22]. The catalyst class is: 7. (6) Reactant: C(N(CC)CC)C.[CH:8]([C:10]1[C:18]2[C:13](=[CH:14][CH:15]=[CH:16][CH:17]=2)[N:12](C(OC(C)(C)C)=O)[CH:11]=1)=[O:9].[CH3:26][O:27][C:28]1[CH:29]=[C:30]([CH:38]=[CH:39][CH:40]=1)[N:31]=[CH:32][C:33]1[CH:37]=[CH:36][S:35][CH:34]=1. Product: [NH:12]1[C:13]2[C:18](=[CH:17][CH:16]=[CH:15][CH:14]=2)[C:10]([C:8](=[O:9])[CH:32]([NH:31][C:30]2[CH:38]=[CH:39][CH:40]=[C:28]([O:27][CH3:26])[CH:29]=2)[C:33]2[CH:37]=[CH:36][S:35][CH:34]=2)=[CH:11]1. The catalyst class is: 433.